Dataset: Reaction yield outcomes from USPTO patents with 853,638 reactions. Task: Predict the reaction yield, written as a fraction of the theoretical maximum amount of product (1.0 means a 100% yield; for example, 0.34 means a 34% yield). (1) The reactants are CO[C:3](=[O:14])[C:4]1[C:9]([Cl:10])=[CH:8][C:7]([Br:11])=[CH:6][C:5]=1[CH2:12]Br.[CH:15]1([NH:18]C)[CH2:17][CH2:16]1.[C:20]([O-])([O-])=O.[K+].[K+].C(OCC)(=O)C. The catalyst is C1(C)C=CC=CC=1.CCCCCC. The product is [Br:11][C:7]1[CH:6]=[C:5]2[C:4](=[C:9]([Cl:10])[CH:8]=1)[C:3](=[O:14])[N:18]([CH:15]1[CH2:17][CH2:16]1)[CH:12]2[CH3:20]. The yield is 0.290. (2) The reactants are [CH3:1][C:2]1[C:3]([C:8](=O)[CH3:9])=[N:4][CH:5]=[CH:6][CH:7]=1.[NH2:11][C:12]([NH2:14])=[S:13].II.C([O-])(O)=O.[Na+]. The catalyst is O1CCOCC1. The product is [CH3:1][C:2]1[C:3]([C:8]2[N:11]=[C:12]([NH2:14])[S:13][CH:9]=2)=[N:4][CH:5]=[CH:6][CH:7]=1. The yield is 0.400. (3) The reactants are [NH2:1][C:2]1[CH:10]=[CH:9][C:8]([N+:11]([O-])=O)=[CH:7][C:3]=1[C:4]([NH2:6])=[O:5].[O:14]([CH2:22][CH2:23][O:24][C:25]1[C:32]([CH3:33])=[CH:31][C:28]([CH:29]=O)=[CH:27][C:26]=1[CH3:34])[Si](C(C)(C)C)(C)C.OS([O-])=O.[Na+].CC1C=CC(S(O)(=O)=O)=CC=1. The catalyst is CN(C)C(=O)C.CN(C=O)C.CO.[Pd]. The product is [NH2:11][C:8]1[CH:7]=[C:3]2[C:2](=[CH:10][CH:9]=1)[N:1]=[C:29]([C:28]1[CH:31]=[C:32]([CH3:33])[C:25]([O:24][CH2:23][CH2:22][OH:14])=[C:26]([CH3:34])[CH:27]=1)[NH:6][C:4]2=[O:5]. The yield is 0.420. (4) The reactants are [CH:1]1([C:4]([CH:35]2[CH2:37][CH2:36]2)([C:12]2[S:13][C:14]([C:17]3[CH:22]=[C:21]([NH:23][C:24]4[N:29]=[C:28]([C:30]([F:33])([F:32])[F:31])[CH:27]=[CH:26][N:25]=4)[CH:20]=[C:19]([CH3:34])[CH:18]=3)=[CH:15][N:16]=2)[NH:5][S@@](C(C)(C)C)=O)[CH2:3][CH2:2]1.Cl. The catalyst is CO. The product is [NH2:5][C:4]([CH:35]1[CH2:37][CH2:36]1)([CH:1]1[CH2:3][CH2:2]1)[C:12]1[S:13][C:14]([C:17]2[CH:22]=[C:21]([NH:23][C:24]3[N:29]=[C:28]([C:30]([F:33])([F:32])[F:31])[CH:27]=[CH:26][N:25]=3)[CH:20]=[C:19]([CH3:34])[CH:18]=2)=[CH:15][N:16]=1. The yield is 0.990. (5) The reactants are [CH2:1]([C:5]1[N:6]=[C:7]([CH3:27])[NH:8][C:9](=[O:26])[C:10]=1[CH2:11][C:12]1[CH:17]=[CH:16][C:15]([C:18]2[C:19]([C:24]#[N:25])=[CH:20][CH:21]=[CH:22][CH:23]=2)=[CH:14][CH:13]=1)[CH2:2][CH2:3][CH3:4].C(=O)([O-])[O-].[K+].[K+].Br[CH2:35][C:36]1[CH:41]=[CH:40][C:39]([F:42])=[CH:38][C:37]=1[F:43].CN(C)C=O. The catalyst is C(OCC)(=O)C. The product is [CH2:1]([C:5]1[N:6]=[C:7]([CH3:27])[N:8]([CH2:35][C:36]2[CH:41]=[CH:40][C:39]([F:42])=[CH:38][C:37]=2[F:43])[C:9](=[O:26])[C:10]=1[CH2:11][C:12]1[CH:17]=[CH:16][C:15]([C:18]2[C:19]([C:24]#[N:25])=[CH:20][CH:21]=[CH:22][CH:23]=2)=[CH:14][CH:13]=1)[CH2:2][CH2:3][CH3:4]. The yield is 0.500. (6) The reactants are F[C:2]1[CH:9]=[CH:8][C:5]([CH:6]=O)=[C:4]([N+:10]([O-:12])=[O:11])[CH:3]=1.[CH3:13][O:14][CH2:15][CH2:16][NH:17][CH2:18][CH2:19][N:20]1[CH2:25][CH2:24][O:23][CH2:22][CH2:21]1.[Br-].[NH:27]1[C:35]2[C:30](=[CH:31][CH:32]=[CH:33][CH:34]=2)[C:29]([CH2:36][P+](C2C=CC=CC=2)(C2C=CC=CC=2)C2C=CC=CC=2)=[N:28]1.C(=O)([O-])[O-].[K+].[K+]. The catalyst is O.CS(C)=O. The product is [NH:27]1[C:35]2[C:30](=[CH:31][CH:32]=[CH:33][CH:34]=2)[C:29](/[CH:36]=[CH:6]/[C:5]2[CH:8]=[CH:9][C:2]([N:17]([CH2:18][CH2:19][N:20]3[CH2:25][CH2:24][O:23][CH2:22][CH2:21]3)[CH2:16][CH2:15][O:14][CH3:13])=[CH:3][C:4]=2[N+:10]([O-:12])=[O:11])=[N:28]1. The yield is 0.200. (7) The reactants are [CH3:1][C:2]([O:6][CH2:7][CH:8]1[CH2:12][CH:11]=[C:10]([CH3:13])[C:9]1([CH3:15])[CH3:14])([CH3:5])[CH2:3][OH:4].[CH2:16](O)C. The catalyst is [Pd]. The product is [CH3:5][C:2]([O:6][CH2:7][CH:8]1[CH2:12][CH:11]=[C:10]([CH3:13])[C:9]1([CH3:15])[CH3:14])([CH3:1])[CH:3]([OH:4])[CH3:16]. The yield is 0.640.